From a dataset of Human liver microsome stability data. Regression/Classification. Given a drug SMILES string, predict its absorption, distribution, metabolism, or excretion properties. Task type varies by dataset: regression for continuous measurements (e.g., permeability, clearance, half-life) or binary classification for categorical outcomes (e.g., BBB penetration, CYP inhibition). Dataset: hlm. (1) The molecule is Cc1ccc(-c2nc(C)c([C@H](OC(C)(C)C)C(=O)O)c(-c3ccc4c(c3)CCCO4)c2C)cc1. The result is 0 (unstable in human liver microsomes). (2) The drug is COc1ccc2c(c1)C1CC1(C(=O)N1C3CCC1CN(C)C3)Cn1c-2c(C2CCCCC2)c2ccc(C(=O)NS(=O)(=O)N(C)C)cc21. The result is 0 (unstable in human liver microsomes). (3) The drug is COc1ccc2[nH]c(C(=O)N3CC(=O)N(Cc4ccccc4)[C@@H](CN4CCC(C)CC4)C3)cc2c1. The result is 1 (stable in human liver microsomes). (4) The result is 0 (unstable in human liver microsomes). The molecule is CC1=CC[C@@]2(CC1=O)[C@@H](C(=O)O)CC[C@H]2C(C)C.